This data is from Peptide-MHC class II binding affinity with 134,281 pairs from IEDB. The task is: Regression. Given a peptide amino acid sequence and an MHC pseudo amino acid sequence, predict their binding affinity value. This is MHC class II binding data. (1) The peptide sequence is PAADKFKTFEAAFTS. The MHC is HLA-DPA10103-DPB10301 with pseudo-sequence HLA-DPA10103-DPB10301. The binding affinity (normalized) is 0.167. (2) The peptide sequence is ILELAQSETCSPGGQ. The MHC is DRB1_0901 with pseudo-sequence DRB1_0901. The binding affinity (normalized) is 0.254. (3) The peptide sequence is FSSWETVCDSLDDYN. The MHC is DRB1_1501 with pseudo-sequence DRB1_1501. The binding affinity (normalized) is 0. (4) The peptide sequence is VRILRRVHHRKYLTD. The MHC is HLA-DQA10301-DQB10302 with pseudo-sequence HLA-DQA10301-DQB10302. The binding affinity (normalized) is 0.0975. (5) The MHC is DRB1_1201 with pseudo-sequence DRB1_1201. The binding affinity (normalized) is 0.492. The peptide sequence is PICPGYRWMCLRRFIIFL.